From a dataset of Reaction yield outcomes from USPTO patents with 853,638 reactions. Predict the reaction yield, written as a fraction of the theoretical maximum amount of product (1.0 means a 100% yield; for example, 0.34 means a 34% yield). The reactants are [Si:1]([O:8]S(C(F)(F)F)(=O)=O)([C:4]([CH3:7])([CH3:6])[CH3:5])([CH3:3])[CH3:2].[CH3:16][O:17][C:18]([C:20]1[NH:21][C:22]([O:26][Si](C(C)(C)C)(C)C)=[CH:23][C:24]=1[CH3:25])=[O:19].[CH:34]1([CH:40]=O)[CH2:39][CH2:38][CH2:37][CH2:36][CH2:35]1. The catalyst is ClCCl. The product is [CH3:16][O:17][C:18]([C:20]1([CH:40]([O:8][Si:1]([C:4]([CH3:7])([CH3:6])[CH3:5])([CH3:3])[CH3:2])[CH:34]2[CH2:39][CH2:38][CH2:37][CH2:36][CH2:35]2)[C:24]([CH3:25])=[CH:23][C:22](=[O:26])[NH:21]1)=[O:19]. The yield is 0.850.